From a dataset of NCI-60 drug combinations with 297,098 pairs across 59 cell lines. Regression. Given two drug SMILES strings and cell line genomic features, predict the synergy score measuring deviation from expected non-interaction effect. (1) Drug 1: C1=NC2=C(N=C(N=C2N1C3C(C(C(O3)CO)O)O)F)N. Drug 2: CCC(=C(C1=CC=CC=C1)C2=CC=C(C=C2)OCCN(C)C)C3=CC=CC=C3.C(C(=O)O)C(CC(=O)O)(C(=O)O)O. Cell line: COLO 205. Synergy scores: CSS=25.7, Synergy_ZIP=7.16, Synergy_Bliss=9.19, Synergy_Loewe=3.13, Synergy_HSA=6.97. (2) Drug 1: C1CCC(CC1)NC(=O)N(CCCl)N=O. Drug 2: C#CCC(CC1=CN=C2C(=N1)C(=NC(=N2)N)N)C3=CC=C(C=C3)C(=O)NC(CCC(=O)O)C(=O)O. Cell line: SK-MEL-28. Synergy scores: CSS=5.79, Synergy_ZIP=-2.49, Synergy_Bliss=-2.46, Synergy_Loewe=-4.15, Synergy_HSA=-3.84. (3) Drug 1: CC12CCC(CC1=CCC3C2CCC4(C3CC=C4C5=CN=CC=C5)C)O. Drug 2: COCCOC1=C(C=C2C(=C1)C(=NC=N2)NC3=CC=CC(=C3)C#C)OCCOC.Cl. Cell line: SW-620. Synergy scores: CSS=-2.96, Synergy_ZIP=0.416, Synergy_Bliss=-5.17, Synergy_Loewe=-8.14, Synergy_HSA=-8.27. (4) Drug 1: C1=C(C(=O)NC(=O)N1)F. Drug 2: CS(=O)(=O)OCCCCOS(=O)(=O)C. Cell line: OVCAR-4. Synergy scores: CSS=43.8, Synergy_ZIP=2.25, Synergy_Bliss=1.23, Synergy_Loewe=-10.4, Synergy_HSA=1.29. (5) Drug 1: CC1CCC2CC(C(=CC=CC=CC(CC(C(=O)C(C(C(=CC(C(=O)CC(OC(=O)C3CCCCN3C(=O)C(=O)C1(O2)O)C(C)CC4CCC(C(C4)OC)OCCO)C)C)O)OC)C)C)C)OC. Drug 2: CS(=O)(=O)OCCCCOS(=O)(=O)C. Cell line: SN12C. Synergy scores: CSS=24.1, Synergy_ZIP=-5.25, Synergy_Bliss=-1.42, Synergy_Loewe=0.383, Synergy_HSA=0.766. (6) Cell line: MDA-MB-231. Synergy scores: CSS=32.2, Synergy_ZIP=-5.38, Synergy_Bliss=-1.75, Synergy_Loewe=0.404, Synergy_HSA=3.08. Drug 1: CC1CCC2CC(C(=CC=CC=CC(CC(C(=O)C(C(C(=CC(C(=O)CC(OC(=O)C3CCCCN3C(=O)C(=O)C1(O2)O)C(C)CC4CCC(C(C4)OC)O)C)C)O)OC)C)C)C)OC. Drug 2: C1CCC(C(C1)N)N.C(=O)(C(=O)[O-])[O-].[Pt+4]. (7) Drug 1: CCC1(CC2CC(C3=C(CCN(C2)C1)C4=CC=CC=C4N3)(C5=C(C=C6C(=C5)C78CCN9C7C(C=CC9)(C(C(C8N6C)(C(=O)OC)O)OC(=O)C)CC)OC)C(=O)OC)O.OS(=O)(=O)O. Drug 2: C1=NC(=NC(=O)N1C2C(C(C(O2)CO)O)O)N. Cell line: A549. Synergy scores: CSS=15.5, Synergy_ZIP=-2.09, Synergy_Bliss=1.76, Synergy_Loewe=1.54, Synergy_HSA=1.33.